Dataset: Peptide-MHC class II binding affinity with 134,281 pairs from IEDB. Task: Regression. Given a peptide amino acid sequence and an MHC pseudo amino acid sequence, predict their binding affinity value. This is MHC class II binding data. The peptide sequence is GGTEIKYNGEEYLIL. The MHC is HLA-DPA10201-DPB10501 with pseudo-sequence HLA-DPA10201-DPB10501. The binding affinity (normalized) is 0.571.